Dataset: Reaction yield outcomes from USPTO patents with 853,638 reactions. Task: Predict the reaction yield, written as a fraction of the theoretical maximum amount of product (1.0 means a 100% yield; for example, 0.34 means a 34% yield). (1) The reactants are [NH2:1][C:2]1[CH:3]=[N:4][C:5]2[C:10]([C:11]=1[Br:12])=[CH:9][C:8](OC)=[CH:7][CH:6]=2.[F:15][B-:16]([F:19])([F:18])[F:17].[N:20]#[O+].C1[CH2:26][O:25]CC1. No catalyst specified. The product is [F:15][B-:16]([F:19])([F:18])[F:17].[Br:12][C:11]1[C:2]([N+:1]#[N:20])([O:25][CH3:26])[CH2:3][N:4]=[C:5]2[C:10]=1[CH:9]=[CH:8][CH:7]=[CH:6]2. The yield is 0.760. (2) The reactants are [C:1]1([N:7]2[C:11]3[CH:12]=[CH:13][CH:14]=[CH:15][C:10]=3[NH:9][S:8]2(=[O:17])=[O:16])[CH:6]=[CH:5][CH:4]=[CH:3][CH:2]=1.O[CH2:19][CH:20]1[O:25][CH2:24][CH2:23][N:22]([C:26]([O:28][C:29]([CH3:32])([CH3:31])[CH3:30])=[O:27])[CH2:21]1.C1(P(C2C=CC=CC=2)C2C=CC=CC=2)C=CC=CC=1.N(C([O-])=O)=NC([O-])=O. The catalyst is O1CCCC1. The product is [O:17]=[S:8]1(=[O:16])[N:9]([CH2:19][CH:20]2[O:25][CH2:24][CH2:23][N:22]([C:26]([O:28][C:29]([CH3:30])([CH3:32])[CH3:31])=[O:27])[CH2:21]2)[C:10]2[CH:15]=[CH:14][CH:13]=[CH:12][C:11]=2[N:7]1[C:1]1[CH:2]=[CH:3][CH:4]=[CH:5][CH:6]=1. The yield is 0.890. (3) The reactants are [CH2:1]([S:6][C:7]1[N:12]=[C:11]([C:13]2[S:14][C:15]3[CH:23]=[CH:22][CH:21]=[CH:20][C:16]=3[C:17](=[O:19])[N:18]=2)[CH:10]=[CH:9][CH:8]=1)[CH2:2][CH:3]([CH3:5])[CH3:4].ClC1C=CC=C(C(OO)=[O:32])C=1. The catalyst is C(Cl)(Cl)Cl. The product is [CH2:1]([S:6]([C:7]1[N:12]=[C:11]([C:13]2[S:14][C:15]3[CH:23]=[CH:22][CH:21]=[CH:20][C:16]=3[C:17](=[O:19])[N:18]=2)[CH:10]=[CH:9][CH:8]=1)=[O:32])[CH2:2][CH:3]([CH3:5])[CH3:4]. The yield is 0.960. (4) The reactants are [Cl:1][C:2]1[CH:7]=[CH:6][C:5]([C@H:8]2[N:15]3[C:11]([S:12][C:13]([C:19]([N:21]4[C@H:30]([C:31]#[N:32])[CH2:29][CH2:28][C@H:22]4[C:23]([O:25][CH2:26][CH3:27])=[O:24])=[O:20])=[C:14]3[CH:16]([CH3:18])[CH3:17])=[N:10][C@:9]2([C:34]2[CH:39]=[CH:38][C:37]([Cl:40])=[CH:36][CH:35]=2)[CH3:33])=[CH:4][CH:3]=1.[BH4-].[Na+]. The catalyst is CO.[Co](Cl)Cl. The product is [NH2:32][CH2:31][C@H:30]1[N:21]([C:19]([C:13]2[S:12][C:11]3=[N:10][C@:9]([C:34]4[CH:35]=[CH:36][C:37]([Cl:40])=[CH:38][CH:39]=4)([CH3:33])[C@@H:8]([C:5]4[CH:4]=[CH:3][C:2]([Cl:1])=[CH:7][CH:6]=4)[N:15]3[C:14]=2[CH:16]([CH3:18])[CH3:17])=[O:20])[C@H:22]([C:23]([O:25][CH2:26][CH3:27])=[O:24])[CH2:28][CH2:29]1. The yield is 0.940. (5) The reactants are [C:1]([O:5][C:6]([N:8]1[CH2:13][CH2:12][C:11](=O)[CH2:10][CH2:9]1)=[O:7])([CH3:4])([CH3:3])[CH3:2].[OH:15][CH:16]1[CH2:21][CH2:20][NH:19][CH2:18][CH2:17]1.C(O)(=O)C. The catalyst is C(O)C.[Pd]. The product is [C:1]([O:5][C:6]([N:8]1[CH2:13][CH2:12][CH:11]([N:19]2[CH2:20][CH2:21][CH:16]([OH:15])[CH2:17][CH2:18]2)[CH2:10][CH2:9]1)=[O:7])([CH3:4])([CH3:3])[CH3:2]. The yield is 0.740. (6) The reactants are Br[C:2]1[N:6]([CH2:7][C:8]2[CH:13]=[CH:12][C:11]([O:14][CH3:15])=[CH:10][CH:9]=2)[N:5]=[C:4]([F:16])[N:3]=1.CC([O-])(C)C.[Na+].[Cl:23][C:24]1[CH:25]=[C:26]([CH:28]=[C:29]([Cl:31])[CH:30]=1)[NH2:27]. The catalyst is CN(C=O)C. The product is [Cl:23][C:24]1[CH:25]=[C:26]([NH:27][C:2]2[N:6]([CH2:7][C:8]3[CH:13]=[CH:12][C:11]([O:14][CH3:15])=[CH:10][CH:9]=3)[N:5]=[C:4]([F:16])[N:3]=2)[CH:28]=[C:29]([Cl:31])[CH:30]=1. The yield is 0.200.